This data is from Forward reaction prediction with 1.9M reactions from USPTO patents (1976-2016). The task is: Predict the product of the given reaction. (1) Given the reactants [CH3:1][CH:2]1[CH2:8][C:7]2[CH:9]=[C:10]3[O:15][CH2:14][O:13][C:11]3=[CH:12][C:6]=2[C:5]([C:16]2[CH:21]=[CH:20][C:19]([N+:22]([O-:24])=[O:23])=[CH:18][CH:17]=2)=[N:4][N:3]1[C:25](=O)[CH2:26][C:27](=[O:29])[CH3:28].COC1C=CC(P2(SP(C3C=CC(OC)=CC=3)(=S)S2)=[S:40])=CC=1, predict the reaction product. The product is: [CH3:1][CH:2]1[CH2:8][C:7]2[CH:9]=[C:10]3[O:15][CH2:14][O:13][C:11]3=[CH:12][C:6]=2[C:5]([C:16]2[CH:21]=[CH:20][C:19]([N+:22]([O-:24])=[O:23])=[CH:18][CH:17]=2)=[N:4][N:3]1[C:25](=[S:40])[CH2:26][C:27](=[O:29])[CH3:28]. (2) Given the reactants [SH:1][C:2]1[N:7]=[C:6]([N:8]2[CH2:13][CH2:12][CH2:11][CH2:10][CH2:9]2)[C:5]2[CH2:14][O:15][C:16]([CH3:19])([CH3:18])[CH2:17][C:4]=2[C:3]=1[C:20]#[N:21].C(=O)([O-])[O-].[K+].[K+].Cl[CH2:29][C:30]([NH2:32])=[O:31], predict the reaction product. The product is: [NH2:21][C:20]1[C:3]2[C:2](=[N:7][C:6]([N:8]3[CH2:13][CH2:12][CH2:11][CH2:10][CH2:9]3)=[C:5]3[CH2:14][O:15][C:16]([CH3:18])([CH3:19])[CH2:17][C:4]3=2)[S:1][C:29]=1[C:30]([NH2:32])=[O:31]. (3) Given the reactants Br[C:2]1[C:3]([C:16]2[CH:21]=[CH:20][CH:19]=[CH:18][CH:17]=2)=[N:4][C:5]2[C:10]([N:11]=1)=[CH:9][C:8]([C:12]([O:14]C)=[O:13])=[CH:7][CH:6]=2.[C:22]([C:25]1[CH:30]=[CH:29][C:28](B(O)O)=[CH:27][CH:26]=1)([OH:24])=[O:23], predict the reaction product. The product is: [C:22]([C:25]1[CH:30]=[CH:29][C:28]([C:2]2[C:3]([C:16]3[CH:17]=[CH:18][CH:19]=[CH:20][CH:21]=3)=[N:4][C:5]3[C:10]([N:11]=2)=[CH:9][C:8]([C:12]([OH:14])=[O:13])=[CH:7][CH:6]=3)=[CH:27][CH:26]=1)([OH:24])=[O:23]. (4) Given the reactants [CH2:1]([C:3]1[CH:8]=[CH:7][N:6]=[C:5]([NH2:9])[CH:4]=1)[CH3:2].C1C(=O)N([I:17])C(=O)C1, predict the reaction product. The product is: [CH2:1]([C:3]1[C:8]([I:17])=[CH:7][N:6]=[C:5]([NH2:9])[CH:4]=1)[CH3:2]. (5) Given the reactants [C:1]([C:3]1[CH:8]=[CH:7][C:6]([CH:9]2[CH2:14][CH2:13][N:12]([C:15]([C:17]3[CH:18]=[CH:19][C:20]([CH3:32])=[C:21]([NH:23][S:24]([CH2:27][C:28](OC)=[O:29])(=[O:26])=[O:25])[CH:22]=3)=[O:16])[CH2:11][CH2:10]2)=[CH:5][CH:4]=1)#[N:2].[BH4-].[Li+].CCOC(C)=O.O, predict the reaction product. The product is: [C:1]([C:3]1[CH:8]=[CH:7][C:6]([CH:9]2[CH2:10][CH2:11][N:12]([C:15]([C:17]3[CH:18]=[CH:19][C:20]([CH3:32])=[C:21]([NH:23][S:24]([CH2:27][CH2:28][OH:29])(=[O:26])=[O:25])[CH:22]=3)=[O:16])[CH2:13][CH2:14]2)=[CH:5][CH:4]=1)#[N:2]. (6) Given the reactants [SH:1][C:2]1[S:3][C:4]2[CH2:13][C:12]3[CH:11]=[C:10]([O:14][CH2:15][C:16]([O:18]CC)=[O:17])[CH:9]=[CH:8][C:7]=3[C:5]=2[N:6]=1.[C:21]1([CH:27]([C:31]2[CH:36]=[CH:35][CH:34]=[CH:33][CH:32]=2)[CH2:28][CH2:29]I)[CH:26]=[CH:25][CH:24]=[CH:23][CH:22]=1, predict the reaction product. The product is: [C:21]1([CH:27]([C:31]2[CH:32]=[CH:33][CH:34]=[CH:35][CH:36]=2)[CH2:28][CH2:29][S:1][C:2]2[S:3][C:4]3[CH2:13][C:12]4[CH:11]=[C:10]([O:14][CH2:15][C:16]([OH:18])=[O:17])[CH:9]=[CH:8][C:7]=4[C:5]=3[N:6]=2)[CH:26]=[CH:25][CH:24]=[CH:23][CH:22]=1. (7) Given the reactants [CH3:1][C:2]1[N:3]=[CH:4][NH:5][CH:6]=1.C(=O)([O-])[O-].[K+].[K+].CN(C=O)C.[F:18][C:19]1[CH:20]=[C:21]([CH:24]=[CH:25][C:26]=1F)[CH:22]=[O:23], predict the reaction product. The product is: [F:18][C:19]1[CH:20]=[C:21]([CH:24]=[CH:25][C:26]=1[N:5]1[CH:6]=[C:2]([CH3:1])[N:3]=[CH:4]1)[CH:22]=[O:23].